This data is from CYP2C9 inhibition data for predicting drug metabolism from PubChem BioAssay. The task is: Regression/Classification. Given a drug SMILES string, predict its absorption, distribution, metabolism, or excretion properties. Task type varies by dataset: regression for continuous measurements (e.g., permeability, clearance, half-life) or binary classification for categorical outcomes (e.g., BBB penetration, CYP inhibition). Dataset: cyp2c9_veith. (1) The result is 0 (non-inhibitor). The compound is Cc1cc2nc(C3CCCN(C(=S)Nc4ccccc4)C3)[nH]c2cc1C. (2) The molecule is COc1ccc(Nc2nc(N)nc(CN(C)C3CCCCC3)n2)cc1. The result is 0 (non-inhibitor). (3) The drug is CC(C)CN1CC2(CCN(C(=O)c3ccncc3)CC2)C1. The result is 0 (non-inhibitor). (4) The drug is c1cncc(CNc2ncnc3ccc(-c4cccnc4)cc23)c1. The result is 0 (non-inhibitor).